This data is from Reaction yield outcomes from USPTO patents with 853,638 reactions. The task is: Predict the reaction yield, written as a fraction of the theoretical maximum amount of product (1.0 means a 100% yield; for example, 0.34 means a 34% yield). (1) The reactants are [CH3:1][N:2]1[CH:6]=[CH:5][CH:4]=[C:3]1B1OC(C)(C)C(C)(C)O1.Br[C:17]1[CH:22]=[CH:21][CH:20]=[CH:19][C:18]=1[OH:23].C(=O)([O-])[O-].[K+].[K+]. The catalyst is ClCCCl.C1C=CC([P]([Pd]([P](C2C=CC=CC=2)(C2C=CC=CC=2)C2C=CC=CC=2)([P](C2C=CC=CC=2)(C2C=CC=CC=2)C2C=CC=CC=2)[P](C2C=CC=CC=2)(C2C=CC=CC=2)C2C=CC=CC=2)(C2C=CC=CC=2)C2C=CC=CC=2)=CC=1. The product is [CH3:1][N:2]1[CH:6]=[CH:5][CH:4]=[C:3]1[C:17]1[CH:22]=[CH:21][CH:20]=[CH:19][C:18]=1[OH:23]. The yield is 0.340. (2) The reactants are C(OC([NH:11][CH:12]([CH3:25])[C:13](=[O:24])[C:14]([CH2:22][CH3:23])([CH2:20][CH3:21])[C:15](OCC)=[O:16])=O)C1C=CC=CC=1. The catalyst is CO.[C].[Pd]. The product is [CH2:20]([C:14]1([CH2:22][CH3:23])[C:13](=[O:24])[CH:12]([CH3:25])[NH:11][C:15]1=[O:16])[CH3:21]. The yield is 0.990. (3) The reactants are [CH3:1][C:2]1([NH:5][C:6]2[N:11]=[C:10]([S:12][CH3:13])[C:9]([C:14]#[N:15])=[CH:8][N:7]=2)[CH2:4][CH2:3]1.[OH-:16].[Na+].OO. The catalyst is CS(C)=O.C(OCC)(=O)C.O. The product is [CH3:1][C:2]1([NH:5][C:6]2[N:11]=[C:10]([S:12][CH3:13])[C:9]([C:14]([NH2:15])=[O:16])=[CH:8][N:7]=2)[CH2:4][CH2:3]1. The yield is 0.432. (4) The reactants are [Br:1][C:2]1[CH:3]=[C:4]([CH2:8][CH2:9][CH2:10][CH2:11][OH:12])[CH:5]=[CH:6][CH:7]=1.[C:13]1([CH3:23])[CH:18]=[CH:17][C:16]([S:19](Cl)(=[O:21])=[O:20])=[CH:15][CH:14]=1.C(N(CC)CC)C.[NH4+].[Cl-]. The catalyst is C1COCC1. The product is [Br:1][C:2]1[CH:3]=[C:4]([CH2:8][CH2:9][CH2:10][CH2:11][O:12][S:19]([C:16]2[CH:17]=[CH:18][C:13]([CH3:23])=[CH:14][CH:15]=2)(=[O:21])=[O:20])[CH:5]=[CH:6][CH:7]=1. The yield is 0.760. (5) The reactants are Cl[C:2]1[N:10]=[CH:9][C:8]([F:11])=[CH:7][C:3]=1[C:4]([OH:6])=[O:5].C(=O)([O-])[O-].[K+].[K+].[NH2:18][C:19]1[CH:20]=[C:21]([C:25]2[CH:30]=[CH:29][CH:28]=[CH:27][CH:26]=2)[CH:22]=[CH:23][CH:24]=1.Cl. The catalyst is [Cu].[Cu]Br.CN(C=O)C. The product is [C:21]1([C:25]2[CH:26]=[CH:27][CH:28]=[CH:29][CH:30]=2)[CH:22]=[CH:23][CH:24]=[C:19]([NH:18][C:2]2[N:10]=[CH:9][C:8]([F:11])=[CH:7][C:3]=2[C:4]([OH:6])=[O:5])[CH:20]=1. The yield is 0.620. (6) The reactants are [NH2:1][C:2]1[S:11][C:5]2[C:6](=[O:10])[NH:7][CH2:8][CH2:9][C:4]=2[C:3]=1[C:12]1[S:13][C:14]2[CH:20]=[CH:19][CH:18]=[CH:17][C:15]=2[N:16]=1.[C:21](OC(=O)C)(=[O:23])[CH3:22]. The catalyst is C(O)(=O)C. The product is [S:13]1[C:14]2[CH:20]=[CH:19][CH:18]=[CH:17][C:15]=2[N:16]=[C:12]1[C:3]1[C:4]2[CH2:9][CH2:8][NH:7][C:6](=[O:10])[C:5]=2[S:11][C:2]=1[NH:1][C:21](=[O:23])[CH3:22]. The yield is 0.680. (7) The catalyst is CN(C=O)C. The yield is 0.701. The product is [Br:1][C:2]1[CH:3]=[CH:4][C:5]([N:8]2[CH:12]=[CH:11][N:10]([CH2:17][C:18]([O:20][CH2:21][CH3:22])=[O:19])[C:9]2=[O:13])=[CH:6][CH:7]=1. The reactants are [Br:1][C:2]1[CH:7]=[CH:6][C:5]([N:8]2[CH:12]=[CH:11][NH:10][C:9]2=[O:13])=[CH:4][CH:3]=1.[H-].[Na+].Br[CH2:17][C:18]([O:20][CH2:21][CH3:22])=[O:19].